This data is from Reaction yield outcomes from USPTO patents with 853,638 reactions. The task is: Predict the reaction yield, written as a fraction of the theoretical maximum amount of product (1.0 means a 100% yield; for example, 0.34 means a 34% yield). (1) The yield is 0.922. The reactants are [NH2:1][C:2]1[NH:11][C:10](=O)[C:9]2[C:4](=[CH:5][C:6]([C:13]([O:15][CH3:16])=[O:14])=[CH:7][CH:8]=2)[N:3]=1.P(Cl)(Cl)([Cl:19])=O. The product is [NH2:1][C:2]1[N:11]=[C:10]([Cl:19])[C:9]2[C:4](=[CH:5][C:6]([C:13]([O:15][CH3:16])=[O:14])=[CH:7][CH:8]=2)[N:3]=1. No catalyst specified. (2) The reactants are [CH2:1]([N:3]1[CH2:12][CH2:11][C:10]2[C:5](=[CH:6][C:7]([O:15][CH3:16])=[C:8]([O:13][CH3:14])[CH:9]=2)[C:4]21[CH2:21][CH2:20][CH:19]([C:22]([N:24]1[CH2:29][CH2:28][NH:27][CH2:26][CH2:25]1)=[O:23])[CH2:18][CH:17]2[CH:30]1[C:39]2[C:34](=[CH:35][C:36]([O:42][CH3:43])=[C:37]([O:40][CH3:41])[CH:38]=2)[CH2:33][CH2:32][N:31]1[CH2:44][CH3:45])[CH3:2].C([N:49]([CH:52](C)C)CC)(C)C.C[N:56](C)C=O. No catalyst specified. The product is [CH2:1]([N:3]1[CH2:12][CH2:11][C:10]2[C:5](=[CH:6][C:7]([O:15][CH3:16])=[C:8]([O:13][CH3:14])[CH:9]=2)[C:4]21[CH2:21][CH2:20][CH:19]([C:22]([N:24]1[CH2:29][CH2:28][N:27]([C:52](=[NH:49])[NH2:56])[CH2:26][CH2:25]1)=[O:23])[CH2:18][CH:17]2[CH:30]1[C:39]2[C:34](=[CH:35][C:36]([O:42][CH3:43])=[C:37]([O:40][CH3:41])[CH:38]=2)[CH2:33][CH2:32][N:31]1[CH2:44][CH3:45])[CH3:2]. The yield is 0.690. (3) The reactants are F[P-](F)(F)(F)(F)F.N1(OC(N(C)C)=[N+](C)C)C2N=CC=CC=2N=N1.[C:25]([O:29][C:30]([NH:32][C:33]1([C:48]([OH:50])=O)[CH2:38][CH2:37][N:36]([C:39]2[C:40]3[CH:47]=[CH:46][NH:45][C:41]=3[N:42]=[CH:43][N:44]=2)[CH2:35][CH2:34]1)=[O:31])([CH3:28])([CH3:27])[CH3:26].[Cl:51][C:52]1[CH:57]=[CH:56][C:55]([CH:58]([NH2:84])[CH2:59][C:60]2[N:61]([C:65]([C:78]3[CH:83]=[CH:82][CH:81]=[CH:80][CH:79]=3)([C:72]3[CH:77]=[CH:76][CH:75]=[CH:74][CH:73]=3)[C:66]3[CH:71]=[CH:70][CH:69]=[CH:68][CH:67]=3)[CH:62]=[CH:63][N:64]=2)=[CH:54][CH:53]=1.C(N(C(C)C)C(C)C)C. The catalyst is CN(C=O)C. The product is [Cl:51][C:52]1[CH:57]=[CH:56][C:55]([CH:58]([NH:84][C:48]([C:33]2([NH:32][C:30](=[O:31])[O:29][C:25]([CH3:26])([CH3:28])[CH3:27])[CH2:38][CH2:37][N:36]([C:39]3[C:40]4[CH:47]=[CH:46][NH:45][C:41]=4[N:42]=[CH:43][N:44]=3)[CH2:35][CH2:34]2)=[O:50])[CH2:59][C:60]2[N:61]([C:65]([C:78]3[CH:79]=[CH:80][CH:81]=[CH:82][CH:83]=3)([C:72]3[CH:73]=[CH:74][CH:75]=[CH:76][CH:77]=3)[C:66]3[CH:71]=[CH:70][CH:69]=[CH:68][CH:67]=3)[CH:62]=[CH:63][N:64]=2)=[CH:54][CH:53]=1. The yield is 0.950. (4) The reactants are [Si]([O:8][CH2:9][CH2:10][N:11]([CH3:70])[CH2:12][CH2:13][C@@H:14]([NH:23][C:24]1[CH:29]=[CH:28][C:27]([S:30]([NH:33][C:34](=[O:62])[C:35]2[CH:40]=[CH:39][C:38]([N:41]3[CH2:46][CH2:45][CH:44]([C@H:47]([C:49]4[CH:54]=[CH:53][CH:52]=[CH:51][C:50]=4[C:55]4[CH:60]=[CH:59][C:58]([Cl:61])=[CH:57][CH:56]=4)[OH:48])[CH2:43][CH2:42]3)=[CH:37][CH:36]=2)(=[O:32])=[O:31])=[CH:26][C:25]=1[S:63]([C:66]([F:69])([F:68])[F:67])(=[O:65])=[O:64])[CH2:15][S:16][C:17]1[CH:22]=[CH:21][CH:20]=[CH:19][CH:18]=1)(C(C)(C)C)(C)C.Cl. The catalyst is O1CCOCC1.CO. The product is [Cl:61][C:58]1[CH:59]=[CH:60][C:55]([C:50]2[CH:51]=[CH:52][CH:53]=[CH:54][C:49]=2[C@H:47]([OH:48])[CH:44]2[CH2:43][CH2:42][N:41]([C:38]3[CH:39]=[CH:40][C:35]([C:34]([NH:33][S:30]([C:27]4[CH:28]=[CH:29][C:24]([NH:23][C@H:14]([CH2:13][CH2:12][N:11]([CH2:10][CH2:9][OH:8])[CH3:70])[CH2:15][S:16][C:17]5[CH:22]=[CH:21][CH:20]=[CH:19][CH:18]=5)=[C:25]([S:63]([C:66]([F:67])([F:68])[F:69])(=[O:64])=[O:65])[CH:26]=4)(=[O:31])=[O:32])=[O:62])=[CH:36][CH:37]=3)[CH2:46][CH2:45]2)=[CH:56][CH:57]=1. The yield is 0.800. (5) The reactants are [F:1][C:2]1[CH:3]=[C:4]([NH:9][C:10]2[C:15]([C:16]([NH:18][CH:19]3[CH2:24][CH2:23][N:22]([C:25]([O:27][C:28]([CH3:31])([CH3:30])[CH3:29])=[O:26])[CH2:21][CH2:20]3)=[O:17])=[CH:14][C:13]([F:32])=[CH:12][N:11]=2)[CH:5]=[CH:6][C:7]=1[F:8].[C:33](N1C=CN=C1)(N1C=CN=C1)=[O:34].[H-].[Na+].O. The catalyst is CN1C(=O)CCC1. The product is [F:1][C:2]1[CH:3]=[C:4]([N:9]2[C:10]3[N:11]=[CH:12][C:13]([F:32])=[CH:14][C:15]=3[C:16](=[O:17])[N:18]([CH:19]3[CH2:24][CH2:23][N:22]([C:25]([O:27][C:28]([CH3:29])([CH3:31])[CH3:30])=[O:26])[CH2:21][CH2:20]3)[C:33]2=[O:34])[CH:5]=[CH:6][C:7]=1[F:8]. The yield is 0.900. (6) The reactants are [OH:1][C:2]1[CH:9]=[CH:8][C:5]([CH:6]=O)=[CH:4][CH:3]=1.[CH3:10][N+:11]([O-:13])=[O:12]. The catalyst is C1COCC1. The product is [OH:1][C:2]1[CH:9]=[CH:8][C:5](/[CH:6]=[CH:10]/[N+:11]([O-:13])=[O:12])=[CH:4][CH:3]=1. The yield is 0.800.